Dataset: Reaction yield outcomes from USPTO patents with 853,638 reactions. Task: Predict the reaction yield, written as a fraction of the theoretical maximum amount of product (1.0 means a 100% yield; for example, 0.34 means a 34% yield). (1) The reactants are F.F.F.C(N(CC)CC)C.C(N(CC)CC)C.[Si]([O:35][CH2:36][C@H:37]1[O:41][C@@H:40]([N:42]2[CH:49]=[C:48]([CH3:50])[C:46](=[O:47])[NH:45][C:43]2=[O:44])[C@H:39]([O:51][CH2:52][CH2:53][O:54][N:55]([CH3:57])[CH3:56])[C@@H:38]1[OH:58])(C(C)(C)C)(C1C=CC=CC=1)C1C=CC=CC=1.CO. The catalyst is C1COCC1.C(Cl)Cl. The product is [CH3:56][N:55]([CH3:57])[O:54][CH2:53][CH2:52][O:51][C@@H:39]1[C@H:38]([OH:58])[C@@H:37]([CH2:36][OH:35])[O:41][C@H:40]1[N:42]1[CH:49]=[C:48]([CH3:50])[C:46](=[O:47])[NH:45][C:43]1=[O:44]. The yield is 0.925. (2) The reactants are [Cl:1][C:2]1[CH:3]=[CH:4][C:5]2[CH2:11][S:10](=[O:13])(=[O:12])[N:9]([CH3:14])[N:8]=[C:7]([C:15]3[CH:20]=[CH:19][C:18]([F:21])=[CH:17][CH:16]=3)[C:6]=2[CH:22]=1.[CH3:23]I. No catalyst specified. The product is [Cl:1][C:2]1[CH:3]=[CH:4][C:5]2[CH:11]([CH3:23])[S:10](=[O:12])(=[O:13])[N:9]([CH3:14])[N:8]=[C:7]([C:15]3[CH:20]=[CH:19][C:18]([F:21])=[CH:17][CH:16]=3)[C:6]=2[CH:22]=1. The yield is 0.870. (3) The reactants are [CH3:1][C:2]1[CH:11]=[CH:10][C:9]2[C:4](=[C:5]([N+:13]([O-])=O)[CH:6]=[CH:7][C:8]=2[CH3:12])[N:3]=1. The catalyst is C(O)C.[Ni]. The product is [CH3:1][C:2]1[CH:11]=[CH:10][C:9]2[C:4](=[C:5]([NH2:13])[CH:6]=[CH:7][C:8]=2[CH3:12])[N:3]=1. The yield is 0.880. (4) The reactants are [CH3:1][NH:2][CH:3]([C:9]([O:11][CH2:12][CH3:13])=[O:10])[C:4]([O:6][CH2:7][CH3:8])=[O:5].[C:22](O[C:22]([O:24][C:25]([CH3:28])([CH3:27])[CH3:26])=[O:23])([O:24][C:25]([CH3:28])([CH3:27])[CH3:26])=[O:23]. The catalyst is C(Cl)(Cl)Cl. The product is [C:25]([O:24][C:22]([N:2]([CH:3]([C:4]([O:6][CH2:7][CH3:8])=[O:5])[C:9]([O:11][CH2:12][CH3:13])=[O:10])[CH3:1])=[O:23])([CH3:26])([CH3:27])[CH3:28]. The yield is 0.820. (5) The reactants are [NH2:1][C:2]1[CH:3]=[N:4][CH:5]=[CH:6][C:7]=1[C@H:8]1[CH2:24][C@H:12]2[N:13]([C:17]([O:19][C:20]([CH3:23])([CH3:22])[CH3:21])=[O:18])C(=O)[O:15][C@H:11]2[C@@H:10]([CH3:25])[CH2:9]1.[F:26][C:27]1[CH:32]=[CH:31][CH:30]=[C:29]([F:33])[C:28]=1[C:34]1[N:39]=[C:38]([C:40](O)=[O:41])[CH:37]=[CH:36][C:35]=1[F:43].C(Cl)CCl.C([O-])([O-])=O.[Cs+].[Cs+]. The catalyst is CN(C=O)C.CCOC(C)=O.CCO. The product is [F:26][C:27]1[CH:32]=[CH:31][CH:30]=[C:29]([F:33])[C:28]=1[C:34]1[N:39]=[C:38]([C:40]([NH:1][C:2]2[CH:3]=[N:4][CH:5]=[CH:6][C:7]=2[C@H:8]2[CH2:24][C@@H:12]([NH:13][C:17](=[O:18])[O:19][C:20]([CH3:22])([CH3:23])[CH3:21])[C@@H:11]([OH:15])[C@@H:10]([CH3:25])[CH2:9]2)=[O:41])[CH:37]=[CH:36][C:35]=1[F:43]. The yield is 1.00.